From a dataset of Reaction yield outcomes from USPTO patents with 853,638 reactions. Predict the reaction yield, written as a fraction of the theoretical maximum amount of product (1.0 means a 100% yield; for example, 0.34 means a 34% yield). (1) No catalyst specified. The yield is 0.760. The product is [ClH:22].[Cl:22][C:14]1[CH:15]=[N:16][C:17]2[CH:18]=[CH:19][C:20](=[O:21])[N:11]3[CH2:10][CH:9]([CH2:8][N:5]4[CH2:6][CH2:7][CH:2]([NH:1][CH2:34][C:32]5[CH:31]=[CH:30][C:27]6[O:28][CH2:29][C:24](=[O:23])[NH:25][C:26]=6[N:33]=5)[CH2:3][CH2:4]4)[C:13]=1[C:12]=23. The reactants are [NH2:1][CH:2]1[CH2:7][CH2:6][N:5]([CH2:8][CH:9]2[C:13]3=[C:14]([Cl:22])[CH:15]=[N:16][C:17]4[CH:18]=[CH:19][C:20](=[O:21])[N:11]([C:12]=43)[CH2:10]2)[CH2:4][CH2:3]1.[O:23]=[C:24]1[CH2:29][O:28][C:27]2[CH:30]=[CH:31][C:32]([CH:34]=O)=[N:33][C:26]=2[NH:25]1. (2) The product is [Cl:1][C:2]1[C:7]2[C:8](=[O:22])[N:9]([CH2:11][C:12]3[CH:17]=[CH:16][C:15]([O:18][CH3:19])=[CH:14][C:13]=3[O:20][CH3:21])[CH2:10][C:6]=2[C:5]([F:23])=[C:4]([NH:25][C@@H:26]2[CH2:31][CH2:30][O:29][CH2:28][C@@H:27]2[NH:32][C:33](=[O:39])[O:34][C:35]([CH3:37])([CH3:36])[CH3:38])[N:3]=1. The yield is 0.110. The catalyst is C(#N)C. The reactants are [Cl:1][C:2]1[C:7]2[C:8](=[O:22])[N:9]([CH2:11][C:12]3[CH:17]=[CH:16][C:15]([O:18][CH3:19])=[CH:14][C:13]=3[O:20][CH3:21])[CH2:10][C:6]=2[C:5]([F:23])=[C:4](Cl)[N:3]=1.[NH2:25][C@@H:26]1[CH2:31][CH2:30][O:29][CH2:28][C@@H:27]1[NH:32][C:33](=[O:39])[O:34][C:35]([CH3:38])([CH3:37])[CH3:36].CCN(C(C)C)C(C)C. (3) The reactants are [Cl:1][CH2:2][CH2:3][CH2:4][O:5][C:6]1[CH:7]=[C:8]([CH:13]=[CH:14][C:15]=1[O:16][CH3:17])[C:9]([O:11][CH3:12])=[O:10].[N+:18]([O-])([OH:20])=[O:19]. No catalyst specified. The product is [Cl:1][CH2:2][CH2:3][CH2:4][O:5][C:6]1[C:15]([O:16][CH3:17])=[CH:14][C:13]([N+:18]([O-:20])=[O:19])=[C:8]([CH:7]=1)[C:9]([O:11][CH3:12])=[O:10]. The yield is 0.860. (4) The reactants are [CH2:1]([O:8][C:9]1[CH:14]=[CH:13][C:12]([O:15][CH3:16])=[C:11]([N+:17]([O-])=O)[CH:10]=1)[C:2]1[CH:7]=[CH:6][CH:5]=[CH:4][CH:3]=1.[H][H]. The catalyst is C(Cl)Cl.[Pd]. The product is [CH2:1]([O:8][C:9]1[CH:14]=[CH:13][C:12]([O:15][CH3:16])=[C:11]([CH:10]=1)[NH2:17])[C:2]1[CH:3]=[CH:4][CH:5]=[CH:6][CH:7]=1. The yield is 1.00. (5) The reactants are [CH2:1]([O:3][C:4](=[O:12])[C:5]1[CH:10]=[CH:9][C:8]([NH2:11])=[CH:7][CH:6]=1)[CH3:2].[Br:13][C:14]1[CH:15]=[C:16]([CH:19]=[C:20]([O:22][CH3:23])[CH:21]=1)[CH:17]=O. The catalyst is C(O)C. The product is [CH2:1]([O:3][C:4](=[O:12])[C:5]1[CH:10]=[CH:9][C:8]([N:11]=[CH:17][C:16]2[CH:19]=[C:20]([O:22][CH3:23])[CH:21]=[C:14]([Br:13])[CH:15]=2)=[CH:7][CH:6]=1)[CH3:2]. The yield is 0.340. (6) The reactants are [NH2:1][C:2]1[C:7]([F:8])=[C:6](Cl)[N:5]=[C:4]([C:10]([O:12][CH3:13])=[O:11])[C:3]=1[O:14][CH3:15].[CH:16]1([C:19]2[N:24]=[CH:23][C:22](B(O)O)=[CH:21][CH:20]=2)[CH2:18][CH2:17]1.[F-].[Cs+].C(#N)C. The catalyst is O1CCOCC1.O.[Cl-].[Na+].O.C1C=CC(P(C2C=CC=CC=2)[C-]2C=CC=C2)=CC=1.C1C=CC(P(C2C=CC=CC=2)[C-]2C=CC=C2)=CC=1.Cl[Pd]Cl.[Fe+2]. The product is [NH2:1][C:2]1[C:3]([O:14][CH3:15])=[C:4]([C:10]([O:12][CH3:13])=[O:11])[N:5]=[C:6]([C:22]2[CH:23]=[N:24][C:19]([CH:16]3[CH2:18][CH2:17]3)=[CH:20][CH:21]=2)[C:7]=1[F:8]. The yield is 0.322.